Task: Regression. Given two drug SMILES strings and cell line genomic features, predict the synergy score measuring deviation from expected non-interaction effect.. Dataset: NCI-60 drug combinations with 297,098 pairs across 59 cell lines (1) Drug 1: C1CC(=O)NC(=O)C1N2CC3=C(C2=O)C=CC=C3N. Drug 2: CN(CC1=CN=C2C(=N1)C(=NC(=N2)N)N)C3=CC=C(C=C3)C(=O)NC(CCC(=O)O)C(=O)O. Cell line: BT-549. Synergy scores: CSS=15.6, Synergy_ZIP=-2.50, Synergy_Bliss=3.33, Synergy_Loewe=-0.610, Synergy_HSA=2.22. (2) Drug 1: CC1=C(C=C(C=C1)NC(=O)C2=CC=C(C=C2)CN3CCN(CC3)C)NC4=NC=CC(=N4)C5=CN=CC=C5. Drug 2: CCC1(CC2CC(C3=C(CCN(C2)C1)C4=CC=CC=C4N3)(C5=C(C=C6C(=C5)C78CCN9C7C(C=CC9)(C(C(C8N6C)(C(=O)OC)O)OC(=O)C)CC)OC)C(=O)OC)O.OS(=O)(=O)O. Cell line: 786-0. Synergy scores: CSS=4.79, Synergy_ZIP=-1.51, Synergy_Bliss=-0.375, Synergy_Loewe=-1.29, Synergy_HSA=-1.36. (3) Drug 1: CC1=C(C(CCC1)(C)C)C=CC(=CC=CC(=CC(=O)O)C)C. Drug 2: CC1CCCC2(C(O2)CC(NC(=O)CC(C(C(=O)C(C1O)C)(C)C)O)C(=CC3=CSC(=N3)C)C)C. Cell line: M14. Synergy scores: CSS=60.0, Synergy_ZIP=7.63, Synergy_Bliss=6.73, Synergy_Loewe=-38.4, Synergy_HSA=2.30. (4) Drug 1: C1CCC(C1)C(CC#N)N2C=C(C=N2)C3=C4C=CNC4=NC=N3. Drug 2: C1CN1P(=S)(N2CC2)N3CC3. Cell line: RPMI-8226. Synergy scores: CSS=16.1, Synergy_ZIP=-4.39, Synergy_Bliss=-4.55, Synergy_Loewe=-18.0, Synergy_HSA=-8.75. (5) Drug 1: CC1C(C(CC(O1)OC2CC(CC3=C2C(=C4C(=C3O)C(=O)C5=C(C4=O)C(=CC=C5)OC)O)(C(=O)CO)O)N)O.Cl. Drug 2: C1C(C(OC1N2C=NC(=NC2=O)N)CO)O. Cell line: SNB-19. Synergy scores: CSS=11.8, Synergy_ZIP=-5.65, Synergy_Bliss=-1.94, Synergy_Loewe=-4.23, Synergy_HSA=-2.93.